From a dataset of Reaction yield outcomes from USPTO patents with 853,638 reactions. Predict the reaction yield, written as a fraction of the theoretical maximum amount of product (1.0 means a 100% yield; for example, 0.34 means a 34% yield). (1) The reactants are C(OC(=O)[NH:7][CH:8]1[CH2:17][C:16]2[C:11](=[CH:12][CH:13]=[CH:14][C:15]=2[CH3:18])[NH:10][C:9]1=[O:19])(C)(C)C.[ClH:21]. The yield is 0.990. The product is [ClH:21].[NH2:7][CH:8]1[CH2:17][C:16]2[C:11](=[CH:12][CH:13]=[CH:14][C:15]=2[CH3:18])[NH:10][C:9]1=[O:19]. The catalyst is O1CCOCC1. (2) The reactants are [CH3:1][CH:2]1[CH2:6][CH2:5][CH2:4][N:3]1[C:7]1[N:12]=[C:11]([NH:13][C:14]2[C:15]3[N:16]([N:42]=[CH:43][N:44]=3)[CH:17]=[C:18]([C:20]3[CH:21]=[C:22]([CH:39]=[CH:40][CH:41]=3)[C:23]([NH:25][C:26]3[CH:38]=[CH:37][C:29]([C:30]([O:32]C(C)(C)C)=[O:31])=[CH:28][CH:27]=3)=[O:24])[CH:19]=2)[CH:10]=[CH:9][CH:8]=1.C(O)(C(F)(F)F)=O.[Cl:52]CCl. No catalyst specified. The product is [ClH:52].[CH3:1][CH:2]1[CH2:6][CH2:5][CH2:4][N:3]1[C:7]1[N:12]=[C:11]([NH:13][C:14]2[C:15]3[N:16]([N:42]=[CH:43][N:44]=3)[CH:17]=[C:18]([C:20]3[CH:21]=[C:22]([CH:39]=[CH:40][CH:41]=3)[C:23]([NH:25][C:26]3[CH:38]=[CH:37][C:29]([C:30]([OH:32])=[O:31])=[CH:28][CH:27]=3)=[O:24])[CH:19]=2)[CH:10]=[CH:9][CH:8]=1. The yield is 0.0750. (3) The reactants are Br[C:2]1[CH:7]=[CH:6][C:5]([C:8](=[C:16]2[CH2:22][CH2:21][CH2:20][CH2:19][CH2:18][CH2:17]2)[C:9]2[CH:14]=[CH:13][C:12]([OH:15])=[CH:11][CH:10]=2)=[C:4]([F:23])[CH:3]=1.[C:24]([O:28][CH2:29][CH3:30])(=[O:27])[CH:25]=[CH2:26].CCN(CC)CC. The catalyst is CN(C=O)C.O.CCOC(C)=O.Cl[Pd](Cl)([P](C1C=CC=CC=1)(C1C=CC=CC=1)C1C=CC=CC=1)[P](C1C=CC=CC=1)(C1C=CC=CC=1)C1C=CC=CC=1. The product is [CH2:29]([O:28][C:24](=[O:27])[CH:25]=[CH:26][C:2]1[CH:7]=[CH:6][C:5]([C:8](=[C:16]2[CH2:22][CH2:21][CH2:20][CH2:19][CH2:18][CH2:17]2)[C:9]2[CH:14]=[CH:13][C:12]([OH:15])=[CH:11][CH:10]=2)=[C:4]([F:23])[CH:3]=1)[CH3:30]. The yield is 0.810.